Dataset: Reaction yield outcomes from USPTO patents with 853,638 reactions. Task: Predict the reaction yield, written as a fraction of the theoretical maximum amount of product (1.0 means a 100% yield; for example, 0.34 means a 34% yield). (1) The yield is 0.270. The product is [N:1]1[CH:2]=[C:3]([CH2:10][C:11]2[CH:22]=[CH:21][C:14]3[N:15]=[C:16]([NH:24][C@@H:25]4[CH2:30][CH2:29][CH2:28][CH2:27][C@H:26]4[OH:31])[S:17][C:13]=3[CH:12]=2)[N:4]2[C:9]=1[CH:8]=[CH:7][CH:6]=[N:5]2. The reactants are [N:1]1[CH:2]=[C:3]([CH2:10][C:11]2[CH:22]=[CH:21][C:14]3[N:15]=[C:16](S(C)=O)[S:17][C:13]=3[CH:12]=2)[N:4]2[C:9]=1[CH:8]=[CH:7][CH:6]=[N:5]2.Cl.[NH2:24][C@@H:25]1[CH2:30][CH2:29][CH2:28][CH2:27][C@H:26]1[OH:31].CCN(C(C)C)C(C)C.CN1C(=O)CCC1. The catalyst is O. (2) The reactants are [N:1]1([C:6]2[CH:36]=[CH:35][C:9]([CH2:10][N:11]3[C:19]([NH:20][C:21]4[CH:26]=[CH:25][CH:24]=[CH:23][CH:22]=4)=[C:18]4[C:13]([N:14]([CH2:30][C:31]([CH3:34])([CH3:33])[CH3:32])[C:15](=[O:29])[N:16]([CH3:28])[C:17]4=S)=[N:12]3)=[CH:8][CH:7]=2)[CH:5]=[N:4][CH:3]=[N:2]1.[NH3:37]. The catalyst is CO.Cl[Hg]Cl. The product is [N:1]1([C:6]2[CH:36]=[CH:35][C:9]([CH2:10][N:11]3[C:19]([NH:20][C:21]4[CH:26]=[CH:25][CH:24]=[CH:23][CH:22]=4)=[C:18]4[C:13]([N:14]([CH2:30][C:31]([CH3:34])([CH3:33])[CH3:32])[C:15](=[O:29])[N:16]([CH3:28])[C:17]4=[NH:37])=[N:12]3)=[CH:8][CH:7]=2)[CH:5]=[N:4][CH:3]=[N:2]1. The yield is 0.900. (3) The reactants are [Cl:1][C:2]1[CH:3]=[C:4]2[C:13](=[C:14]3[C:19]=1[CH:18]=[CH:17][CH:16]=[N:15]3)[NH:12][S:11](=[O:21])(=[O:20])[C:10]1[C:5]2=[CH:6][C:7]([C:22]([OH:24])=O)=[CH:8][CH:9]=1.[NH:25]1[CH2:29][CH2:28][CH:27]([OH:30])[CH2:26]1.CCN=C=NCCCN(C)C.Cl.C1C=CC2N(O)N=NC=2C=1. The catalyst is CN(C=O)C. The product is [Cl:1][C:2]1[CH:3]=[C:4]2[C:13](=[C:14]3[C:19]=1[CH:18]=[CH:17][CH:16]=[N:15]3)[NH:12][S:11](=[O:20])(=[O:21])[C:10]1[C:5]2=[CH:6][C:7]([C:22]([N:25]2[CH2:29][CH2:28][CH:27]([OH:30])[CH2:26]2)=[O:24])=[CH:8][CH:9]=1. The yield is 0.430. (4) The reactants are [H-].[Na+].[Cl:3][C:4]1[CH:10]=[CH:9][C:8]([N+:11]([O-:13])=[O:12])=[CH:7][C:5]=1[NH2:6].I[CH3:15]. The catalyst is O1CCCC1. The product is [Cl:3][C:4]1[CH:10]=[CH:9][C:8]([N+:11]([O-:13])=[O:12])=[CH:7][C:5]=1[NH:6][CH3:15]. The yield is 0.330. (5) The reactants are N1C=CC=CC=1C1NC2C=CC=CC=2N=1.C(=O)([O-])[O-].[Cs+].[Cs+].[NH:22]1[CH:26]=[CH:25][N:24]=[CH:23]1.[Cl:27][C:28]1[CH:33]=[C:32](I)[CH:31]=[CH:30][C:29]=1[C:35]1[S:36][C:37]([N:40]2[CH2:47][C@@H:46]3[C@@H:42]([CH2:43][N:44]([CH3:48])[CH2:45]3)[CH2:41]2)=[N:38][N:39]=1. The catalyst is CCOC(C)=O.CO.[Cu]I.CN(C=O)C. The product is [Cl:27][C:28]1[CH:33]=[C:32]([N:22]2[CH:26]=[CH:25][N:24]=[CH:23]2)[CH:31]=[CH:30][C:29]=1[C:35]1[S:36][C:37]([N:40]2[CH2:41][C@@H:42]3[C@@H:46]([CH2:45][N:44]([CH3:48])[CH2:43]3)[CH2:47]2)=[N:38][N:39]=1. The yield is 0.170. (6) The reactants are Cl[C:2]1[CH:3]=[CH:4][C:5]2[N:6]([CH:8]=[CH:9][N:10]=2)[N:7]=1.[OH:11][C:12]1[CH:13]=[C:14]([CH:19]=[CH:20][CH:21]=1)[C:15]([O:17][CH3:18])=[O:16].C(=O)([O-])[O-].[K+].[K+].CN1CCCC1=O. The catalyst is O. The product is [N:10]1[CH:9]=[CH:8][N:6]2[C:5]=1[CH:4]=[CH:3][C:2]([O:11][C:12]1[CH:13]=[C:14]([CH:19]=[CH:20][CH:21]=1)[C:15]([O:17][CH3:18])=[O:16])=[N:7]2. The yield is 0.640. (7) The reactants are [ClH:1].Cl.[CH2:3]([N:10]1[CH2:15][CH2:14][NH:13][CH2:12][CH2:11]1)[C:4]1[CH:9]=[CH:8][CH:7]=[CH:6][CH:5]=1.Br[CH:17]([CH3:33])[C:18]([C:20]1[CH:29]=[CH:28][C:27]2[C:22](=[CH:23][CH:24]=[C:25]([O:31][CH3:32])[C:26]=2[Cl:30])[CH:21]=1)=[O:19].C(N(CC)CC)C. The catalyst is C1C=CC=CC=1. The product is [ClH:30].[ClH:1].[CH2:3]([N:10]1[CH2:15][CH2:14][N:13]([CH:17]([C:18]([C:20]2[CH:29]=[CH:28][C:27]3[C:22](=[CH:23][CH:24]=[C:25]([O:31][CH3:32])[C:26]=3[Cl:30])[CH:21]=2)=[O:19])[CH3:33])[CH2:12][CH2:11]1)[C:4]1[CH:5]=[CH:6][CH:7]=[CH:8][CH:9]=1. The yield is 0.600. (8) The reactants are [OH-].[Li+].[F:3][C:4]1[CH:9]=[CH:8][C:7]([CH2:10][C:11]([O:13]CC)=[O:12])=[CH:6][C:5]=1[C:16]([N:18]1[CH2:23][CH2:22][CH:21]([O:24][CH3:25])[CH2:20][CH2:19]1)=[O:17]. The catalyst is C1COCC1.O. The product is [F:3][C:4]1[CH:9]=[CH:8][C:7]([CH2:10][C:11]([OH:13])=[O:12])=[CH:6][C:5]=1[C:16]([N:18]1[CH2:19][CH2:20][CH:21]([O:24][CH3:25])[CH2:22][CH2:23]1)=[O:17]. The yield is 0.850. (9) The yield is 0.383. The reactants are [F:1][C:2]1[CH:28]=[C:27]([F:29])[CH:26]=[CH:25][C:3]=1[O:4][CH:5]1[CH2:10][CH2:9][N:8]([C:11]2[N:12]=[C:13]3[CH2:24][CH2:23][NH:22][CH2:21][C:14]3=[N:15][C:16]=2[NH:17][CH:18]([CH3:20])[CH3:19])[CH2:7][CH2:6]1.C([O-])([O-])=O.[K+].[K+].Br[CH2:37][CH2:38][F:39]. The product is [F:1][C:2]1[CH:28]=[C:27]([F:29])[CH:26]=[CH:25][C:3]=1[O:4][CH:5]1[CH2:6][CH2:7][N:8]([C:11]2[N:12]=[C:13]3[CH2:24][CH2:23][N:22]([CH2:37][CH2:38][F:39])[CH2:21][C:14]3=[N:15][C:16]=2[NH:17][CH:18]([CH3:20])[CH3:19])[CH2:9][CH2:10]1. The catalyst is CC(C)=O.